This data is from Forward reaction prediction with 1.9M reactions from USPTO patents (1976-2016). The task is: Predict the product of the given reaction. (1) Given the reactants Cl[CH2:2][C:3]1[CH:13]=[CH:12][C:6]2[O:7][C:8]([F:11])([F:10])[O:9][C:5]=2[CH:4]=1.[C-:14]#[N:15].[Na+].O.CC(OC)(C)C, predict the reaction product. The product is: [F:10][C:8]1([F:11])[O:7][C:6]2[CH:12]=[CH:13][C:3]([CH2:2][C:14]#[N:15])=[CH:4][C:5]=2[O:9]1. (2) Given the reactants [C:1]([C:3]1[CH:4]=[C:5]([OH:11])[CH:6]=[C:7]([C:9]#[N:10])[CH:8]=1)#[N:2].C(=O)([O-])[O-].[Na+].[Na+].[CH3:18][N:19]([CH3:23])[C:20](Cl)=[S:21].O, predict the reaction product. The product is: [CH3:18][N:19]([CH3:23])[C:20](=[S:21])[O:11][C:5]1[CH:4]=[C:3]([C:1]#[N:2])[CH:8]=[C:7]([C:9]#[N:10])[CH:6]=1.